This data is from Reaction yield outcomes from USPTO patents with 853,638 reactions. The task is: Predict the reaction yield, written as a fraction of the theoretical maximum amount of product (1.0 means a 100% yield; for example, 0.34 means a 34% yield). (1) The reactants are [C:1](Cl)(=[O:13])[CH2:2][CH2:3][CH2:4][CH2:5][CH2:6][CH2:7][CH2:8][CH2:9][CH2:10][CH2:11][CH3:12].[CH3:15][Si](C=[N+]=[N-])(C)C.[BrH:22]. The catalyst is C1COCC1.C(Cl)Cl.CCOCC. The product is [Br:22][CH2:15][C:1](=[O:13])[CH2:2][CH2:3][CH2:4][CH2:5][CH2:6][CH2:7][CH2:8][CH2:9][CH2:10][CH2:11][CH3:12]. The yield is 0.660. (2) The yield is 0.780. The reactants are [CH2:1]([O:3][C:4]([C:6]1[C:10]([C:11]#[CH:12])=[CH:9][S:8][C:7]=1[NH2:13])=[O:5])[CH3:2].I[C:15]1[CH:20]=[CH:19][CH:18]=[CH:17][CH:16]=1.C(NC(C)C)(C)C. The product is [CH2:1]([O:3][C:4]([C:6]1[C:10]([C:11]#[C:12][C:15]2[CH:20]=[CH:19][CH:18]=[CH:17][CH:16]=2)=[CH:9][S:8][C:7]=1[NH2:13])=[O:5])[CH3:2]. The catalyst is CC#N.[Cu](I)I.Cl[Pd](Cl)([P](C1C=CC=CC=1)(C1C=CC=CC=1)C1C=CC=CC=1)[P](C1C=CC=CC=1)(C1C=CC=CC=1)C1C=CC=CC=1. (3) The product is [F:18][C:2]([F:1])([F:17])[C:3]1[CH:4]=[C:5]([CH:14]=[CH:15][CH:16]=1)[CH2:6][CH:7]1[S:11][C:10](=[N:12][S:33]([C:28]2[CH:29]=[CH:30][C:31]([Cl:32])=[C:26]([Cl:25])[CH:27]=2)(=[O:35])=[O:34])[NH:9][C:8]1=[O:13]. The catalyst is ClCCl. The yield is 0.233. The reactants are [F:1][C:2]([F:18])([F:17])[C:3]1[CH:4]=[C:5]([CH:14]=[CH:15][CH:16]=1)[CH2:6][CH:7]1[S:11][C:10]([NH2:12])=[N:9][C:8]1=[O:13].N1C=CC=CC=1.[Cl:25][C:26]1[CH:27]=[C:28]([S:33](Cl)(=[O:35])=[O:34])[CH:29]=[CH:30][C:31]=1[Cl:32].C([O-])(O)=O.[Na+].